Dataset: NCI-60 drug combinations with 297,098 pairs across 59 cell lines. Task: Regression. Given two drug SMILES strings and cell line genomic features, predict the synergy score measuring deviation from expected non-interaction effect. (1) Drug 1: C1C(C(OC1N2C=NC3=C2NC=NCC3O)CO)O. Drug 2: C1C(C(OC1N2C=NC(=NC2=O)N)CO)O. Cell line: SF-539. Synergy scores: CSS=-1.72, Synergy_ZIP=3.54, Synergy_Bliss=5.60, Synergy_Loewe=-3.82, Synergy_HSA=-1.67. (2) Drug 1: C1=CC(=CC=C1C#N)C(C2=CC=C(C=C2)C#N)N3C=NC=N3. Drug 2: CN(C(=O)NC(C=O)C(C(C(CO)O)O)O)N=O. Cell line: NCI-H522. Synergy scores: CSS=0.545, Synergy_ZIP=-1.60, Synergy_Bliss=-3.10, Synergy_Loewe=-2.54, Synergy_HSA=-2.72. (3) Drug 1: C1=C(C(=O)NC(=O)N1)F. Drug 2: CCC1(CC2CC(C3=C(CCN(C2)C1)C4=CC=CC=C4N3)(C5=C(C=C6C(=C5)C78CCN9C7C(C=CC9)(C(C(C8N6C=O)(C(=O)OC)O)OC(=O)C)CC)OC)C(=O)OC)O.OS(=O)(=O)O. Cell line: RPMI-8226. Synergy scores: CSS=58.1, Synergy_ZIP=1.28, Synergy_Bliss=1.60, Synergy_Loewe=-5.19, Synergy_HSA=0.229. (4) Drug 1: CC1CCC2CC(C(=CC=CC=CC(CC(C(=O)C(C(C(=CC(C(=O)CC(OC(=O)C3CCCCN3C(=O)C(=O)C1(O2)O)C(C)CC4CCC(C(C4)OC)O)C)C)O)OC)C)C)C)OC. Drug 2: C1CC(=O)NC(=O)C1N2C(=O)C3=CC=CC=C3C2=O. Cell line: IGROV1. Synergy scores: CSS=14.2, Synergy_ZIP=-2.81, Synergy_Bliss=3.11, Synergy_Loewe=-16.2, Synergy_HSA=1.37. (5) Drug 1: CC1=C(C=C(C=C1)NC2=NC=CC(=N2)N(C)C3=CC4=NN(C(=C4C=C3)C)C)S(=O)(=O)N.Cl. Drug 2: C1=CC(=CC=C1CCCC(=O)O)N(CCCl)CCCl. Cell line: SK-MEL-5. Synergy scores: CSS=30.2, Synergy_ZIP=-7.78, Synergy_Bliss=-4.00, Synergy_Loewe=-8.01, Synergy_HSA=-5.89. (6) Drug 1: CC1=C(C(CCC1)(C)C)C=CC(=CC=CC(=CC(=O)O)C)C. Drug 2: C1=CC=C(C(=C1)C(C2=CC=C(C=C2)Cl)C(Cl)Cl)Cl. Cell line: DU-145. Synergy scores: CSS=3.93, Synergy_ZIP=1.33, Synergy_Bliss=2.16, Synergy_Loewe=4.03, Synergy_HSA=3.05. (7) Drug 1: CCCS(=O)(=O)NC1=C(C(=C(C=C1)F)C(=O)C2=CNC3=C2C=C(C=N3)C4=CC=C(C=C4)Cl)F. Drug 2: CC(C1=C(C=CC(=C1Cl)F)Cl)OC2=C(N=CC(=C2)C3=CN(N=C3)C4CCNCC4)N. Cell line: T-47D. Synergy scores: CSS=-2.83, Synergy_ZIP=0.703, Synergy_Bliss=0.216, Synergy_Loewe=-2.26, Synergy_HSA=-2.23.